This data is from Full USPTO retrosynthesis dataset with 1.9M reactions from patents (1976-2016). The task is: Predict the reactants needed to synthesize the given product. (1) Given the product [Cl:1][C:2]1[C:3]2[CH:12]=[CH:11][CH:10]=[C:9]([F:13])[C:4]=2[S:5][C:6]=1[CH2:7][NH:17][CH3:16], predict the reactants needed to synthesize it. The reactants are: [Cl:1][C:2]1[C:3]2[CH:12]=[CH:11][CH:10]=[C:9]([F:13])[C:4]=2[S:5][C:6]=1[CH:7]=O.[BH4-].[Na+].[CH3:16][NH2:17]. (2) Given the product [CH3:1][N:2]1[C:10]2[C:5](=[CH:6][CH:7]=[CH:8][CH:9]=2)[C:4]2[C:11]3[C:12]([C:33](=[O:34])[C:3]1=2)=[CH:13][C:14]([CH3:17])=[CH:15][CH:16]=3, predict the reactants needed to synthesize it. The reactants are: [CH3:1][N:2]1[C:10]2[C:5](=[CH:6][CH:7]=[CH:8][CH:9]=2)[C:4]([C:11]2[CH:16]=[CH:15][C:14]([CH3:17])=[CH:13][CH:12]=2)=[CH:3]1.CN(CCN(C)C)C.[Li]CCCC.CN(C)[C:33](=O)[O:34]CC.[NH4+].[Cl-]. (3) Given the product [CH2:1]([S:2]([NH:23][C@H:22]([C:21]([NH:20][C@H:17]1[C@H:15]2[C@H:14]([CH2:13][N:12]([CH2:11][C:10]3[CH:29]=[CH:30][CH:31]=[C:8]([C:7]([F:32])([F:6])[F:33])[CH:9]=3)[CH2:16]2)[CH2:19][CH2:18]1)=[O:28])[CH2:24][CH:25]([CH3:26])[CH3:27])(=[O:4])=[O:3])[CH:36]([CH3:41])[CH3:37], predict the reactants needed to synthesize it. The reactants are: [CH3:1][S:2](Cl)(=[O:4])=[O:3].[F:6][C:7]([F:33])([F:32])[C:8]1[CH:9]=[C:10]([CH:29]=[CH:30][CH:31]=1)[CH2:11][N:12]1[CH2:16][C@H:15]2[C@H:17]([NH:20][C:21](=[O:28])[C@H:22]([CH2:24][CH:25]([CH3:27])[CH3:26])[NH2:23])[CH2:18][CH2:19][C@H:14]2[CH2:13]1.CN[C@H:36]([C:41](N[C@@H]1[C@H]2[C@H](CN(CC3C=CC=C(C(F)(F)F)C=3)C2)CC1)=O)[CH2:37]C(C)C. (4) Given the product [I:1][C:2]1[C:10]2[O:9][CH:8]=[CH:7][C:6]=2[CH:5]=[C:4]([NH2:11])[CH:3]=1, predict the reactants needed to synthesize it. The reactants are: [I:1][C:2]1[C:10]2[O:9][CH:8]=[CH:7][C:6]=2[CH:5]=[C:4]([N+:11]([O-])=O)[CH:3]=1.CO.O1CCOCC1.[Cl-].[NH4+]. (5) Given the product [CH3:1][N:2]([CH3:8])[C@@H:3]1[CH2:7][CH2:6][N:5]([C:10]2[C:15]([N+:16]([O-:18])=[O:17])=[CH:14][C:13]([NH:19][C:20]3[N:25]=[C:24]([C:26]4[C:34]5[C:29](=[CH:30][CH:31]=[CH:32][CH:33]=5)[NH:28][CH:27]=4)[CH:23]=[CH:22][N:21]=3)=[C:12]([O:35][CH3:36])[CH:11]=2)[CH2:4]1, predict the reactants needed to synthesize it. The reactants are: [CH3:1][N:2]([CH3:8])[C@@H:3]1[CH2:7][CH2:6][NH:5][CH2:4]1.F[C:10]1[C:15]([N+:16]([O-:18])=[O:17])=[CH:14][C:13]([NH:19][C:20]2[N:25]=[C:24]([C:26]3[C:34]4[C:29](=[CH:30][CH:31]=[CH:32][CH:33]=4)[NH:28][CH:27]=3)[CH:23]=[CH:22][N:21]=2)=[C:12]([O:35][CH3:36])[CH:11]=1.CCN(C(C)C)C(C)C. (6) The reactants are: [CH3:1][O:2][C:3]1[CH:25]=[CH:24][C:23]2[C:8]3[C:9]([N:17]4[CH2:22][CH2:21][NH:20][CH2:19][CH2:18]4)=[N:10][C:11]4[C:16]([C:7]=3[C:6](=[N:26][OH:27])[C:5]=2[CH:4]=1)=[CH:15][CH:14]=[CH:13][CH:12]=4.[CH2:28]1[CH2:32][N:31]([CH2:33][CH2:34]Cl)[CH2:30][CH2:29]1.Cl.COC1C=CC2C3C(N4CCNCC4)=NC4C(C=3C(=O)C=2C=1)=CC=CC=4.C(C1OC1)Cl. Given the product [N:31]1([CH2:33][CH2:34][O:27][N:26]=[C:6]2[C:7]3[C:16]4[C:11](=[CH:12][CH:13]=[CH:14][CH:15]=4)[N:10]=[C:9]([N:17]4[CH2:22][CH2:21][NH:20][CH2:19][CH2:18]4)[C:8]=3[C:23]3[CH:24]=[CH:25][C:3]([O:2][CH3:1])=[CH:4][C:5]2=3)[CH2:32][CH2:28][CH2:29][CH2:30]1, predict the reactants needed to synthesize it.